Dataset: Forward reaction prediction with 1.9M reactions from USPTO patents (1976-2016). Task: Predict the product of the given reaction. (1) Given the reactants [N+:1]([C:4]1[CH:5]=[C:6]([NH:13][C:14]([C:16]2[CH:17]=[N:18][C:19]([N:22]3[CH2:26][CH2:25][CH2:24][CH2:23]3)=[N:20][CH:21]=2)=[O:15])[CH:7]=[CH:8][C:9]=1[N+:10]([O-])=O)([O-])=O.[OH:27][CH2:28][CH2:29][O:30][C:31]1[CH:38]=[CH:37][C:34]([CH:35]=O)=[CH:33][CH:32]=1, predict the reaction product. The product is: [OH:27][CH2:28][CH2:29][O:30][C:31]1[CH:38]=[CH:37][C:34]([C:35]2[NH:10][C:9]3[CH:8]=[CH:7][C:6]([NH:13][C:14]([C:16]4[CH:17]=[N:18][C:19]([N:22]5[CH2:26][CH2:25][CH2:24][CH2:23]5)=[N:20][CH:21]=4)=[O:15])=[CH:5][C:4]=3[N:1]=2)=[CH:33][CH:32]=1. (2) Given the reactants [Cl:1][C:2]1[C:3]2[N:10]([CH2:11][CH2:12][NH:13]C(=O)OC(C)(C)C)[CH:9]=[CH:8][C:4]=2[N:5]=[CH:6][N:7]=1.[Cl:21][C:22]1[CH:23]=[C:24]([CH:26]=[CH:27][C:28]=1[O:29][C:30]1[CH:31]=[CH:32][C:33]2[N:34]([N:36]=[CH:37][CH:38]=2)[CH:35]=1)[NH2:25].Cl.N1C=C[CH:43]=[CH:42][CH:41]=1.C(=O)([O-])[OH:47].[Na+].Cl.C([O:55][CH2:56][CH3:57])(=O)C, predict the reaction product. The product is: [ClH:1].[Cl:21][C:22]1[CH:23]=[C:24]([NH:25][C:2]2[C:3]3[N:10]([CH2:11][CH2:12][NH:13][C:56](=[O:55])[CH2:57][C:42]([OH:47])([CH3:43])[CH3:41])[CH:9]=[CH:8][C:4]=3[N:5]=[CH:6][N:7]=2)[CH:26]=[CH:27][C:28]=1[O:29][C:30]1[CH:31]=[CH:32][C:33]2[N:34]([N:36]=[CH:37][CH:38]=2)[CH:35]=1. (3) Given the reactants [B:10]1([B:10]2[O:14][C:13]([CH3:16])([CH3:15])[C:12]([CH3:18])([CH3:17])[O:11]2)[O:14][C:13]([CH3:16])([CH3:15])[C:12]([CH3:18])([CH3:17])[O:11]1.Br[C:20]1[CH:45]=[CH:44][C:23]2[C:24]([CH:27]([C:37]3[CH:42]=[CH:41][C:40]([Cl:43])=[CH:39][CH:38]=3)[CH2:28][NH:29][C:30](=[O:36])[O:31][C:32]([CH3:35])([CH3:34])[CH3:33])=[N:25][S:26][C:22]=2[CH:21]=1.C([O-])(=O)C.[K+], predict the reaction product. The product is: [Cl:43][C:40]1[CH:41]=[CH:42][C:37]([CH:27]([C:24]2[C:23]3[CH:44]=[CH:45][C:20]([B:10]4[O:11][C:12]([CH3:17])([CH3:18])[C:13]([CH3:15])([CH3:16])[O:14]4)=[CH:21][C:22]=3[S:26][N:25]=2)[CH2:28][NH:29][C:30](=[O:36])[O:31][C:32]([CH3:33])([CH3:34])[CH3:35])=[CH:38][CH:39]=1. (4) Given the reactants CN(C(ON1N=NC2C=CC=CC1=2)=[N+](C)C)C.[B-](F)(F)(F)F.[F:23][C:24]1[CH:25]=[C:26]([N:31]2[CH2:35][CH2:34][CH2:33][CH:32]2[C:36]2[CH:37]=[C:38]([C:54](O)=[O:55])[CH:39]=[C:40]3[C:45]=2[O:44][C:43]([N:46]2[CH2:51][CH2:50][O:49][C@H:48]([CH3:52])[CH2:47]2)=[CH:42][C:41]3=[O:53])[CH:27]=[C:28]([F:30])[CH:29]=1.CCN(C(C)C)C(C)C.[NH:66]1[CH2:71][CH2:70][O:69][CH2:68][CH2:67]1, predict the reaction product. The product is: [F:30][C:28]1[CH:27]=[C:26]([N:31]2[CH2:35][CH2:34][CH2:33][CH:32]2[C:36]2[CH:37]=[C:38]([C:54]([N:66]3[CH2:71][CH2:70][O:69][CH2:68][CH2:67]3)=[O:55])[CH:39]=[C:40]3[C:45]=2[O:44][C:43]([N:46]2[CH2:51][CH2:50][O:49][C@H:48]([CH3:52])[CH2:47]2)=[CH:42][C:41]3=[O:53])[CH:25]=[C:24]([F:23])[CH:29]=1. (5) Given the reactants Cl.Cl.[F:3][C:4]([F:25])([F:24])[C:5]1[CH:10]=[CH:9][C:8]([N:11]2[CH:15]=[CH:14][C:13]([CH2:16][N:17]3[CH2:22][CH2:21][CH:20]([NH2:23])[CH2:19][CH2:18]3)=[CH:12]2)=[CH:7][CH:6]=1.[Cl:26][C:27]1[CH:28]=[C:29](/[CH:33]=[CH:34]/[C:35](O)=[O:36])[CH:30]=[CH:31][CH:32]=1.CCN(C(C)C)C(C)C.CN(C(ON1N=NC2C=CC=NC1=2)=[N+](C)C)C.F[P-](F)(F)(F)(F)F, predict the reaction product. The product is: [Cl:26][C:27]1[CH:28]=[C:29](/[CH:33]=[CH:34]/[C:35]([NH:23][CH:20]2[CH2:21][CH2:22][N:17]([CH2:16][C:13]3[CH:14]=[CH:15][N:11]([C:8]4[CH:9]=[CH:10][C:5]([C:4]([F:3])([F:24])[F:25])=[CH:6][CH:7]=4)[CH:12]=3)[CH2:18][CH2:19]2)=[O:36])[CH:30]=[CH:31][CH:32]=1. (6) Given the reactants Cl[C:2]1[C:11]([Cl:12])=[N:10][C:9]2[C:4](=[CH:5][C:6]([CH3:17])=[C:7]([C:13]([O:15][CH3:16])=[O:14])[CH:8]=2)[N:3]=1.N1C=CC=CC=1.O.[NH2:25][NH2:26], predict the reaction product. The product is: [Cl:12][C:11]1[C:2]([NH:25][NH2:26])=[N:3][C:4]2[C:9]([N:10]=1)=[CH:8][C:7]([C:13]([O:15][CH3:16])=[O:14])=[C:6]([CH3:17])[CH:5]=2. (7) The product is: [C:15]([O:18][C:19](=[O:20])[NH:1][C:2]1[S:3][C:4]2[CH:10]=[C:9]([CH2:11][OH:12])[CH:8]=[C:7]([Br:13])[C:5]=2[N:6]=1)([CH3:17])([CH3:16])[CH3:14]. Given the reactants [NH2:1][C:2]1[S:3][C:4]2[CH:10]=[C:9]([CH2:11][OH:12])[CH:8]=[C:7]([Br:13])[C:5]=2[N:6]=1.[CH3:14][C:15]([O:18][C:19](O[C:19]([O:18][C:15]([CH3:17])([CH3:16])[CH3:14])=[O:20])=[O:20])([CH3:17])[CH3:16].[OH-].[Na+].CO, predict the reaction product.